The task is: Predict the reactants needed to synthesize the given product.. This data is from Retrosynthesis with 50K atom-mapped reactions and 10 reaction types from USPTO. (1) Given the product NC(=O)C1(c2ccccn2)CCNCC1, predict the reactants needed to synthesize it. The reactants are: CC(C)(C)OC(=O)N1CCC(C(N)=O)(c2ccccn2)CC1. (2) Given the product Cn1c(COc2ccc(C#N)cc2)nc2nc(C=O)ccc21, predict the reactants needed to synthesize it. The reactants are: Cn1c(COc2ccc(C#N)cc2)nc2nc(CO)ccc21. (3) Given the product CCC(=O)NCCC1CCc2ncc3c(c21)CCO3, predict the reactants needed to synthesize it. The reactants are: CCC(=O)NC/C=C1\CCc2ncc3c(c21)CCO3.